This data is from Full USPTO retrosynthesis dataset with 1.9M reactions from patents (1976-2016). The task is: Predict the reactants needed to synthesize the given product. (1) Given the product [Cl:15][C:13]1[C:12]2[C:7](=[CH:8][C:9]([C:16]3[C:21]([C:22]([F:25])([F:24])[F:23])=[CH:20][CH:19]=[CH:18][N:17]=3)=[CH:10][N:11]=2)[N:6]=[C:5]([O:2][CH3:1])[CH:14]=1, predict the reactants needed to synthesize it. The reactants are: [CH3:1][O-:2].[Na+].Cl[C:5]1[CH:14]=[C:13]([Cl:15])[C:12]2[C:7](=[CH:8][C:9]([C:16]3[C:21]([C:22]([F:25])([F:24])[F:23])=[CH:20][CH:19]=[CH:18][N:17]=3)=[CH:10][N:11]=2)[N:6]=1.O. (2) Given the product [Cl:6][C:7]1[N:12]=[C:11]([NH:13][CH3:14])[C:10]([NH2:15])=[C:9]([Cl:18])[N:8]=1, predict the reactants needed to synthesize it. The reactants are: O.O.[Sn](Cl)Cl.[Cl:6][C:7]1[N:12]=[C:11]([NH:13][CH3:14])[C:10]([N+:15]([O-])=O)=[C:9]([Cl:18])[N:8]=1.